Dataset: Forward reaction prediction with 1.9M reactions from USPTO patents (1976-2016). Task: Predict the product of the given reaction. Given the reactants COC1C=CC(C[N:8]2[CH2:13][CH2:12][CH:11]([NH:14][C:15]3[CH:23]=[C:22]([C:24]([F:27])([F:26])[F:25])[C:18]([C:19]([NH2:21])=[O:20])=[CH:17][N:16]=3)[CH2:10][CH2:9]2)=CC=1OCCC.Cl.Cl.COC(=O)C1C(C(F)(F)F)=CC(NC2CCNCC2)=NC=1.[CH2:57]([O:59][C:60]1[CH:61]=[C:62]([CH:65]=[C:66]([O:69][CH2:70][CH3:71])[C:67]=1[F:68])[CH:63]=O)[CH3:58], predict the reaction product. The product is: [CH2:57]([O:59][C:60]1[CH:61]=[C:62]([CH:65]=[C:66]([O:69][CH2:70][CH3:71])[C:67]=1[F:68])[CH2:63][N:8]1[CH2:13][CH2:12][CH:11]([NH:14][C:15]2[CH:23]=[C:22]([C:24]([F:26])([F:25])[F:27])[C:18]([C:19]([NH2:21])=[O:20])=[CH:17][N:16]=2)[CH2:10][CH2:9]1)[CH3:58].